This data is from Full USPTO retrosynthesis dataset with 1.9M reactions from patents (1976-2016). The task is: Predict the reactants needed to synthesize the given product. Given the product [N+:1]([CH2:4][C:15]1([CH2:21][C:19]([O:18][CH2:17][CH3:16])=[O:20])[CH2:5][CH2:14]1)([O-:3])=[O:2], predict the reactants needed to synthesize it. The reactants are: [N+:1]([CH3:4])([O-:3])=[O:2].[CH2:5]1[CH2:15][CH2:14]N2C(=NCCC2)CC1.[CH3:16][CH2:17][O:18][C:19]([CH3:21])=[O:20].